Dataset: Catalyst prediction with 721,799 reactions and 888 catalyst types from USPTO. Task: Predict which catalyst facilitates the given reaction. (1) Reactant: N1CCCC1.[OH:6][C:7]1[C:8]([C:13](=[O:15])[CH3:14])=[N:9][N:10]([CH3:12])[CH:11]=1.C([N:23]1[CH2:28][CH2:27][CH2:26][CH2:25][C:24]1=O)(OC(C)(C)C)=O. Product: [CH3:12][N:10]1[CH:11]=[C:7]2[O:6][C:26]3([CH2:27][CH2:28][NH:23][CH2:24][CH2:25]3)[CH2:14][C:13](=[O:15])[C:8]2=[N:9]1. The catalyst class is: 5. (2) Reactant: Cl[C:2]1[C:7]([C:8]#[N:9])=[CH:6][N:5]=[C:4]2[C:10]3[CH:16]=[CH:15][CH:14]=[CH:13][C:11]=3[O:12][C:3]=12.[Cl:17][C:18]1[CH:24]=[CH:23][C:21]([NH2:22])=[C:20]([F:25])[CH:19]=1.Cl.N1C=CC=CC=1. Product: [Cl:17][C:18]1[CH:24]=[CH:23][C:21]([NH:22][C:2]2[C:7]([C:8]#[N:9])=[CH:6][N:5]=[C:4]3[C:10]4[CH:16]=[CH:15][CH:14]=[CH:13][C:11]=4[O:12][C:3]=23)=[C:20]([F:25])[CH:19]=1. The catalyst class is: 486. (3) Reactant: [Br:1][C:2]1[CH:10]=[CH:9][C:5]([CH2:6][CH2:7]O)=[CH:4][CH:3]=1.C1(C)C=CC(S(Cl)(=O)=O)=CC=1.[CH2:22]([N:24](CC)[CH2:25][CH3:26])[CH3:23].Cl.N1CCCC1. Product: [Br:1][C:2]1[CH:10]=[CH:9][C:5]([CH2:6][CH2:7][N:24]2[CH2:25][CH2:26][CH2:23][CH2:22]2)=[CH:4][CH:3]=1. The catalyst class is: 4. (4) Reactant: [F:1][CH:2]([F:25])[O:3][C:4]1[CH:9]=[CH:8][C:7]([N:10]2[C:14](=[O:15])[C:13]3=[C:16]([N+:20]([O-:22])=[O:21])[CH:17]=[CH:18][CH:19]=[C:12]3[C:11]2=[O:23])=[C:6]([CH3:24])[CH:5]=1.[CH:26]([NH2:29])([CH3:28])[CH3:27]. Product: [F:25][CH:2]([F:1])[O:3][C:4]1[CH:9]=[CH:8][C:7]([NH:10][C:11](=[O:23])[C:12]2[C:13](=[C:16]([N+:20]([O-:22])=[O:21])[CH:17]=[CH:18][CH:19]=2)[C:14]([NH:29][CH:26]([CH3:28])[CH3:27])=[O:15])=[C:6]([CH3:24])[CH:5]=1. The catalyst class is: 12. (5) Product: [CH2:30]([N:37]1[CH2:42][CH2:41][CH:40]([O:10][C:7]2[CH:8]=[CH:9][C:4]([N+:1]([O-:3])=[O:2])=[CH:5][CH:6]=2)[CH2:39][CH2:38]1)[C:31]1[CH:36]=[CH:35][CH:34]=[CH:33][CH:32]=1. The catalyst class is: 20. Reactant: [N+:1]([C:4]1[CH:9]=[CH:8][C:7]([OH:10])=[CH:6][CH:5]=1)([O-:3])=[O:2].C1(P(C2C=CC=CC=2)C2C=CC=CC=2)C=CC=CC=1.[CH2:30]([N:37]1[CH2:42][CH2:41][CH:40](O)[CH2:39][CH2:38]1)[C:31]1[CH:36]=[CH:35][CH:34]=[CH:33][CH:32]=1.N(C(OC(C)C)=O)=NC(OC(C)C)=O.